From a dataset of Full USPTO retrosynthesis dataset with 1.9M reactions from patents (1976-2016). Predict the reactants needed to synthesize the given product. (1) The reactants are: Br[C:2]1[C:3]([O:9][CH2:10][C@H:11]2[CH2:13][C@@H:12]2[C:14]2[CH:19]=[CH:18][C:17]([O:20][CH3:21])=[CH:16][N:15]=2)=[N:4][C:5]([CH3:8])=[N:6][CH:7]=1.[CH3:22][N:23]1[CH:27]=[C:26](B2OC(C)(C)C(C)(C)O2)[CH:25]=[N:24]1.P([O-])([O-])([O-])=O.[K+].[K+].[K+].COC1C=CC=C(OC)C=1C1C=CC=CC=1P(C1CCCCC1)C1CCCCC1. Given the product [CH3:21][O:20][C:17]1[CH:18]=[CH:19][C:14]([C@H:12]2[CH2:13][C@@H:11]2[CH2:10][O:9][C:3]2[C:2]([C:26]3[CH:25]=[N:24][N:23]([CH3:22])[CH:27]=3)=[CH:7][N:6]=[C:5]([CH3:8])[N:4]=2)=[N:15][CH:16]=1, predict the reactants needed to synthesize it. (2) The reactants are: [Cl:1][C:2]1[N:10]=[C:9](N)[N:8]=[C:7]2[C:3]=1[N:4]=[CH:5][N:6]2[CH:12]([CH3:14])[CH3:13].II.N(OCCC(C)C)=O.C(I)[I:26]. Given the product [Cl:1][C:2]1[N:10]=[C:9]([I:26])[N:8]=[C:7]2[C:3]=1[N:4]=[CH:5][N:6]2[CH:12]([CH3:14])[CH3:13], predict the reactants needed to synthesize it. (3) Given the product [Br:1][C:2]1[CH:10]=[CH:9][C:8]([O:11][CH3:12])=[CH:7][C:3]=1[CH2:4][O:6][CH2:21][O:22][CH3:23], predict the reactants needed to synthesize it. The reactants are: [Br:1][C:2]1[CH:10]=[CH:9][C:8]([O:11][CH3:12])=[CH:7][C:3]=1[C:4]([OH:6])=O.BrC1C=CC(Cl)=CC=1[CH2:21][O:22][CH2:23]OC. (4) The reactants are: [H-].[Na+].[OH:3][C:4]1[CH:5]=[CH:6][C:7]([O:19][CH2:20][C:21]2[CH:26]=[CH:25][CH:24]=[CH:23][CH:22]=2)=[C:8]([CH:18]=1)[C:9]([NH:11][C:12]1[CH:13]=[N:14][CH:15]=[CH:16][CH:17]=1)=[O:10].ClC1C=CC(S(O[CH2:38][C@@H:39]2[CH2:43][CH2:42][CH2:41][N:40]2[C:44]([O:46][C:47]([CH3:50])([CH3:49])[CH3:48])=[O:45])(=O)=O)=CC=1.O. Given the product [C:21]1([CH2:20][O:19][C:7]2[CH:6]=[CH:5][C:4]([O:3][CH2:38][C@@H:39]3[CH2:43][CH2:42][CH2:41][N:40]3[C:44]([O:46][C:47]([CH3:48])([CH3:50])[CH3:49])=[O:45])=[CH:18][C:8]=2[C:9]([NH:11][C:12]2[CH:13]=[N:14][CH:15]=[CH:16][CH:17]=2)=[O:10])[CH:22]=[CH:23][CH:24]=[CH:25][CH:26]=1, predict the reactants needed to synthesize it. (5) Given the product [Cl:8][C:6]1[N:5]=[C:4]([OH:9])[N:3]=[C:2]([C:19]2[CH:18]=[C:17]([C:14]([CH3:16])([CH3:15])[C:11]([OH:13])=[O:12])[CH:22]=[CH:21][CH:20]=2)[CH:7]=1, predict the reactants needed to synthesize it. The reactants are: Cl[C:2]1[CH:7]=[C:6]([Cl:8])[N:5]=[C:4]([O:9]C)[N:3]=1.[C:11]([C:14]([C:17]1[CH:18]=[C:19](B(O)O)[CH:20]=[CH:21][CH:22]=1)([CH3:16])[CH3:15])([OH:13])=[O:12].